From a dataset of Full USPTO retrosynthesis dataset with 1.9M reactions from patents (1976-2016). Predict the reactants needed to synthesize the given product. (1) Given the product [CH3:31][O:32][N:33]=[C:18]1[CH2:19][CH2:20][C@@:21]2([CH3:22])[CH:16]([C:15](=[O:29])[O:14][C:13]3[C@H:12]4[C@:26]([CH3:27])([CH2:25][CH2:24][C:23]=32)[C@@H:9]([C@@H:7]([CH3:8])[CH2:6][CH2:5][CH2:4][CH:2]([CH3:3])[CH3:1])[CH2:10][CH2:11]4)[CH2:17]1, predict the reactants needed to synthesize it. The reactants are: [CH3:1][CH:2]([CH2:4][CH2:5][CH2:6][C@@H:7]([C@@H:9]1[C@:26]2([CH3:27])[C@H:12]([C:13]3[O:14][C:15](=[O:29])[CH:16]4[C@:21]([C:23]=3[CH2:24][CH2:25]2)([CH3:22])[CH2:20][CH2:19][C:18](=O)[CH2:17]4)[CH2:11][CH2:10]1)[CH3:8])[CH3:3].Cl.[CH3:31][O:32][NH2:33].N1C=CC=CC=1.[Cl-].[NH4+]. (2) Given the product [ClH:1].[Cl:1][C:2]1[CH:3]=[C:4]([C@@H:8]([OH:35])[CH2:9][NH:10][CH2:11][CH2:12][C:13]2[CH:14]=[CH:15][C:16]([S:19]([C:22]3[CH:23]=[CH:24][C:25]([O:26][CH2:27][C:28]([O:30][CH2:31][CH3:32])=[O:29])=[CH:33][CH:34]=3)(=[O:20])=[O:21])=[CH:17][CH:18]=2)[CH:5]=[CH:6][CH:7]=1, predict the reactants needed to synthesize it. The reactants are: [Cl:1][C:2]1[CH:3]=[C:4]([C@@H:8]([OH:35])[CH2:9][NH:10][CH2:11][CH2:12][C:13]2[CH:18]=[CH:17][C:16]([S:19]([C:22]3[CH:34]=[CH:33][C:25]([O:26][CH2:27][C:28]([O:30][CH2:31][CH3:32])=[O:29])=[CH:24][CH:23]=3)(=[O:21])=[O:20])=[CH:15][CH:14]=2)[CH:5]=[CH:6][CH:7]=1.Cl. (3) Given the product [NH2:19][C:20]1[C:29]([F:30])=[CH:28][C:23]([C:24]([O:26][CH3:27])=[O:25])=[C:22]([F:31])[C:21]=1[C:13]#[C:14][Si:15]([CH3:18])([CH3:17])[CH3:16], predict the reactants needed to synthesize it. The reactants are: NC1C=CC(C(OC)=O)=C(Cl)C=1[C:13]#[C:14][Si:15]([CH3:18])([CH3:17])[CH3:16].[NH2:19][C:20]1[C:29]([F:30])=[CH:28][C:23]([C:24]([O:26][CH3:27])=[O:25])=[C:22]([F:31])[C:21]=1I.NC1C=CC(C(OC)=O)=C(Cl)C=1I.NC1C(I)=CC(C(OC)=O)=C(Cl)C=1.